This data is from Reaction yield outcomes from USPTO patents with 853,638 reactions. The task is: Predict the reaction yield, written as a fraction of the theoretical maximum amount of product (1.0 means a 100% yield; for example, 0.34 means a 34% yield). (1) The reactants are C([O:3][C:4](=[O:34])/[CH:5]=[CH:6]/[C:7]1[CH:12]=[CH:11][C:10]([O:13][CH2:14][CH:15]([OH:21])[CH2:16][O:17][CH:18]([CH3:20])[CH3:19])=[CH:9][C:8]=1[O:22][C:23]1[C:28]([Cl:29])=[CH:27][C:26]([C:30]([F:33])([F:32])[F:31])=[CH:25][N:24]=1)C.O1CCCC1.[OH-].[Na+].Cl. The catalyst is O.C(O)C. The product is [Cl:29][C:28]1[C:23]([O:22][C:8]2[CH:9]=[C:10]([O:13][CH2:14][CH:15]([OH:21])[CH2:16][O:17][CH:18]([CH3:19])[CH3:20])[CH:11]=[CH:12][C:7]=2/[CH:6]=[CH:5]/[C:4]([OH:34])=[O:3])=[N:24][CH:25]=[C:26]([C:30]([F:31])([F:33])[F:32])[CH:27]=1. The yield is 0.730. (2) The reactants are CO[C:3]1[CH:8]=[CH:7][N:6]=[C:5]([C:9](O)=O)[CH:4]=1.C[Si](C#N)(C)C.CO[C:20]1[CH:25]=[CH:24][N+]([O-])=[CH:22][CH:21]=1.C[N:28](C)C(Cl)=O.C(=O)(O)[O-].[Na+]. The catalyst is C(Cl)Cl. The product is [CH2:22]([C:3]1[CH:8]=[CH:7][N:6]=[C:5]([C:9]#[N:28])[CH:4]=1)[CH2:21][CH2:20][CH2:25][CH3:24]. The yield is 0.900. (3) The reactants are [NH2:1][C:2]1[NH:7][C:6](=O)[CH:5]=[C:4]([CH:9]2[CH2:13][CH2:12][O:11][CH2:10]2)[N:3]=1.CN(C)C1C=CC=CC=1.P(Cl)(Cl)([Cl:25])=O. The catalyst is [Cl-].C([N+](CC)(CC)CC)C.C(#N)C. The product is [Cl:25][C:6]1[CH:5]=[C:4]([CH:9]2[CH2:13][CH2:12][O:11][CH2:10]2)[N:3]=[C:2]([NH2:1])[N:7]=1. The yield is 0.420. (4) The reactants are [Cl:1][C:2]1[CH:3]=[C:4]([C:8]2[C:17]3[C:12](=[CH:13][CH:14]=[C:15]([CH:18]([C:20]4[CH:24]=[CH:23][O:22][CH:21]=4)[OH:19])[CH:16]=3)[N:11]=[C:10]([O:25][CH3:26])[CH:9]=2)[CH:5]=[CH:6][CH:7]=1. The catalyst is ClC(Cl)Cl.O=[Mn]=O. The product is [Cl:1][C:2]1[CH:3]=[C:4]([C:8]2[C:17]3[C:12](=[CH:13][CH:14]=[C:15]([C:18]([C:20]4[CH:24]=[CH:23][O:22][CH:21]=4)=[O:19])[CH:16]=3)[N:11]=[C:10]([O:25][CH3:26])[CH:9]=2)[CH:5]=[CH:6][CH:7]=1. The yield is 0.827. (5) The reactants are [H-].[Na+].[S:3]([N:13]1[C:17]2[N:18]=[CH:19][C:20]3[N:21]([C:22]([C:25]45[CH2:32][CH2:31][C:28]([NH:33][S:34]([CH:37]6[CH2:39][CH2:38]6)(=[O:36])=[O:35])([CH2:29][CH2:30]4)[CH2:27][CH2:26]5)=[N:23][N:24]=3)[C:16]=2[CH:15]=[CH:14]1)([C:6]1[CH:12]=[CH:11][C:9]([CH3:10])=[CH:8][CH:7]=1)(=[O:5])=[O:4].I[CH3:41]. The catalyst is CN(C=O)C. The product is [CH3:41][N:33]([C:28]12[CH2:27][CH2:26][C:25]([C:22]3[N:21]4[C:16]5[CH:15]=[CH:14][N:13]([S:3]([C:6]6[CH:7]=[CH:8][C:9]([CH3:10])=[CH:11][CH:12]=6)(=[O:4])=[O:5])[C:17]=5[N:18]=[CH:19][C:20]4=[N:24][N:23]=3)([CH2:30][CH2:29]1)[CH2:32][CH2:31]2)[S:34]([CH:37]1[CH2:38][CH2:39]1)(=[O:36])=[O:35]. The yield is 0.450. (6) The reactants are [C:1](#[N:3])[CH3:2].C([Li])CCC.[CH3:9][O:10][C:11]1[CH:20]=[C:19]([CH3:21])[CH:18]=[CH:17][C:12]=1[C:13](OC)=[O:14].Cl. The catalyst is C1COCC1. The product is [CH3:9][O:10][C:11]1[CH:20]=[C:19]([CH3:21])[CH:18]=[CH:17][C:12]=1[C:13](=[O:14])[CH2:2][C:1]#[N:3]. The yield is 0.860. (7) The product is [Cl:11][C:12]1[CH:17]=[CH:16][C:15]([S:18]([NH:8][C:6]2[CH:7]=[C:2]([Cl:1])[CH:3]=[CH:4][C:5]=2[S:9][CH3:10])(=[O:19])=[O:20])=[C:14]([F:22])[CH:13]=1. No catalyst specified. The yield is 0.660. The reactants are [Cl:1][C:2]1[CH:3]=[CH:4][C:5]([S:9][CH3:10])=[C:6]([NH2:8])[CH:7]=1.[Cl:11][C:12]1[CH:17]=[CH:16][C:15]([S:18](Cl)(=[O:20])=[O:19])=[C:14]([F:22])[CH:13]=1. (8) The reactants are C(OC(=O)N[C@H]1C[C@H:10]([NH:12][C:13]2S[C:15]3[CH:21]=[CH:20][CH:19]=[CH:18][C:16]=3[N:17]=2)C1)(C)(C)C.Cl.[NH2:24][C@H:25]1[CH2:28][C@H:27]([N:29]2[C:33]3=[N:34][CH:35]=[CH:36][CH:37]=[C:32]3[N:31]([CH3:38])[C:30]2=[O:39])[CH2:26]1.ClC1N(C)C2C=CC=CC=2N=1.C(N(C(C)C)CC)(C)C. The catalyst is CN(C)C1C=CN=CC=1.CS(C)=O. The product is [CH3:38][N:31]1[C:32]2[C:33](=[N:34][CH:35]=[CH:36][CH:37]=2)[N:29]([C@H:27]2[CH2:28][C@H:25]([NH:24][C:13]3[N:12]([CH3:10])[C:15]4[CH:21]=[CH:20][CH:19]=[CH:18][C:16]=4[N:17]=3)[CH2:26]2)[C:30]1=[O:39]. The yield is 0.512. (9) The reactants are Cl[C:2]1[CH:7]=[CH:6][N:5]=[C:4]2[N:8]([Si:11]([CH:18]([CH3:20])[CH3:19])([CH:15]([CH3:17])[CH3:16])[CH:12]([CH3:14])[CH3:13])[CH:9]=[CH:10][C:3]=12.O.C[C:23]([N:25](C)C)=O. The catalyst is [C-]#N.[Zn+2].[C-]#N.[Zn].CC(C)([P](C(C)(C)C)([Pd][P](C(C)(C)C)(C(C)(C)C)C(C)(C)C)C(C)(C)C)C. The product is [CH:18]([Si:11]([CH:15]([CH3:16])[CH3:17])([CH:12]([CH3:13])[CH3:14])[N:8]1[C:4]2[N:5]=[CH:6][CH:7]=[C:2]([C:23]#[N:25])[C:3]=2[CH:10]=[CH:9]1)([CH3:19])[CH3:20]. The yield is 0.250. (10) The reactants are [Cl:1][C:2]1[C:7]([C:8]([OH:10])=O)=[CH:6][CH:5]=[C:4]([N:11]2[CH:15]=[CH:14][C:13]([O:16][CH2:17][CH:18]([CH3:20])[CH3:19])=[N:12]2)[N:3]=1.C1N=CN(C(N2C=NC=C2)=O)C=1.[NH2:33][C:34]1[C:39]([S:40]([NH2:43])(=[O:42])=[O:41])=[CH:38][CH:37]=[CH:36][N:35]=1.[H-].[Na+].C(O)(=O)C. The catalyst is CN(C=O)C.O. The product is [NH2:33][C:34]1[C:39]([S:40]([NH:43][C:8]([C:7]2[C:2]([Cl:1])=[N:3][C:4]([N:11]3[CH:15]=[CH:14][C:13]([O:16][CH2:17][CH:18]([CH3:20])[CH3:19])=[N:12]3)=[CH:5][CH:6]=2)=[O:10])(=[O:41])=[O:42])=[CH:38][CH:37]=[CH:36][N:35]=1. The yield is 0.970.